From a dataset of Catalyst prediction with 721,799 reactions and 888 catalyst types from USPTO. Predict which catalyst facilitates the given reaction. (1) Reactant: [CH2:1]([S:8][CH2:9][C@@H:10]([C:12]([OH:14])=[O:13])[NH2:11])[C:2]1[CH:7]=[CH:6][CH:5]=[CH:4][CH:3]=1.F[C:16]1[CH:21]=[CH:20][CH:19]=[CH:18][C:17]=1[N+:22]([O-:24])=[O:23].C(=O)([O-])[O-].[K+].[K+].CN(C)C=O. Product: [CH:1](=[SH:8][CH2:9][CH:10]([NH:11][C:16]1[CH:21]=[CH:20][CH:19]=[CH:18][C:17]=1[N+:22]([O-:24])=[O:23])[C:12]([OH:14])=[O:13])[C:2]1[CH:7]=[CH:6][CH:5]=[CH:4][CH:3]=1. The catalyst class is: 6. (2) Reactant: [C:1]1([C:27]2[CH:32]=[CH:31][CH:30]=[CH:29][CH:28]=2)[CH:6]=[CH:5][C:4]([NH:7][C:8](=[O:26])[C:9]2[CH:14]=[CH:13][C:12]([CH2:15][O:16][CH2:17][CH2:18][O:19][CH3:20])=[C:11]([NH:21][C:22](=[O:25])[CH2:23]Cl)[CH:10]=2)=[CH:3][CH:2]=1.C(N(CC)CC)C.[NH:40]1[CH2:45][CH2:44][O:43][CH2:42][CH2:41]1.[I-].[K+]. Product: [C:1]1([C:27]2[CH:32]=[CH:31][CH:30]=[CH:29][CH:28]=2)[CH:6]=[CH:5][C:4]([NH:7][C:8](=[O:26])[C:9]2[CH:14]=[CH:13][C:12]([CH2:15][O:16][CH2:17][CH2:18][O:19][CH3:20])=[C:11]([NH:21][C:22](=[O:25])[CH2:23][N:40]3[CH2:45][CH2:44][O:43][CH2:42][CH2:41]3)[CH:10]=2)=[CH:3][CH:2]=1. The catalyst class is: 3. (3) Reactant: [CH3:1][S:2]([C:5]1[CH:13]=[CH:12][C:8]([C:9](O)=O)=[CH:7][CH:6]=1)(=[O:4])=[O:3].[CH3:14][N:15]([C:17]([NH2:19])=[S:18])[NH2:16].O=P(Cl)(Cl)Cl.C([O-])(O)=O.[Na+]. Product: [CH:5]1([N:19]=[C:17]2[N:15]([CH3:14])[N:16]=[C:9]([C:8]3[CH:12]=[CH:13][C:5]([S:2]([CH3:1])(=[O:4])=[O:3])=[CH:6][CH:7]=3)[S:18]2)[CH2:13][CH2:12][CH2:8][CH2:7][CH2:6]1. The catalyst class is: 12. (4) Reactant: [OH:1][C:2]1[CH:15]=[CH:14][C:5]([C:6]([C:8]2[CH:13]=[CH:12][CH:11]=[CH:10][CH:9]=2)=[O:7])=[CH:4][CH:3]=1.C(=O)([O-])[O-].[K+].[K+].Br[CH2:23][CH2:24][CH2:25][Cl:26]. Product: [Cl:26][CH2:25][CH2:24][CH2:23][O:1][C:2]1[CH:3]=[CH:4][C:5]([C:6]([C:8]2[CH:13]=[CH:12][CH:11]=[CH:10][CH:9]=2)=[O:7])=[CH:14][CH:15]=1. The catalyst class is: 131.